Dataset: Catalyst prediction with 721,799 reactions and 888 catalyst types from USPTO. Task: Predict which catalyst facilitates the given reaction. (1) Reactant: [OH:1][CH2:2][C:3]1O[CH:5]=[C:6]([O:10][CH2:11][C:12]2[CH:17]=[CH:16][C:15]([O:18][CH3:19])=[CH:14][CH:13]=2)[C:7](=[O:9])[CH:8]=1.[NH4+:20]. Product: [OH:1][CH2:2][C:3]1[NH:20][CH:5]=[C:6]([O:10][CH2:11][C:12]2[CH:17]=[CH:16][C:15]([O:18][CH3:19])=[CH:14][CH:13]=2)[C:7](=[O:9])[CH:8]=1. The catalyst class is: 8. (2) Reactant: Cl.[F:2][C:3]([F:34])([F:33])[C:4]1[CH:28]=[C:27]([C:29]([F:32])([F:31])[F:30])[CH:26]=[CH:25][C:5]=1[CH2:6][N:7]1[CH2:12][CH2:11][CH:10](/[CH:13]=[C:14]2/C(NCC(O)=O)=[N:16][C:17](=[O:19])[S:18]/2)[CH2:9][CH2:8]1.C(N(C(C)C)C(C)C)C.[CH3:44][NH:45][CH2:46][CH2:47][OH:48].F[P-](F)(F)(F)(F)F.C(C(=NO[C+:66](N(C)C)[N:67]1CC[O:70][CH2:69][CH2:68]1)C(OCC)=O)#N. Product: [F:34][C:3]([F:2])([F:33])[C:4]1[CH:28]=[C:27]([C:29]([F:30])([F:31])[F:32])[CH:26]=[CH:25][C:5]=1[CH2:6][N:7]1[CH2:8][CH2:9][CH:10](/[CH:13]=[C:14]2/[C:44]([NH:45][CH2:46][C:47]([N:67]([CH2:68][CH2:69][OH:70])[CH3:66])=[O:48])=[N:16][C:17](=[O:19])[S:18]/2)[CH2:11][CH2:12]1. The catalyst class is: 18. (3) The catalyst class is: 7. Reactant: [C:1]([C:3]1[C:4]([NH2:10])=[N:5][C:6]([NH2:9])=[CH:7][CH:8]=1)#[CH:2].[F:11][C:12]1[CH:28]=[CH:27][C:15]([CH2:16][C:17]2[O:21][C:20]([CH2:22][C:23](Cl)=[N:24][OH:25])=[CH:19][CH:18]=2)=[CH:14][CH:13]=1.C(N(CC)CC)C. Product: [F:11][C:12]1[CH:28]=[CH:27][C:15]([CH2:16][C:17]2[O:21][C:20]([CH2:22][C:23]3[CH:2]=[C:1]([C:3]4[C:4]([NH2:10])=[N:5][C:6]([NH2:9])=[CH:7][CH:8]=4)[O:25][N:24]=3)=[CH:19][CH:18]=2)=[CH:14][CH:13]=1. (4) Reactant: [CH2:1]([N:3]1[CH:7]=[C:6]([C:8]([NH2:10])=O)[C:5]([CH3:11])=[N:4]1)[CH3:2].COC1C=CC(P2(SP(C3C=CC(OC)=CC=3)(=S)S2)=[S:21])=CC=1. Product: [CH2:1]([N:3]1[CH:7]=[C:6]([C:8](=[S:21])[NH2:10])[C:5]([CH3:11])=[N:4]1)[CH3:2]. The catalyst class is: 11. (5) Reactant: [CH2:1]=[C:2]1[CH2:6][C@@H:5]([C:7](O)=[O:8])[C@H:4]([C:10]2[CH:15]=[CH:14][CH:13]=[CH:12][CH:11]=2)[CH2:3]1.[H-].[Al+3].[Li+].[H-].[H-].[H-]. Product: [OH:8][CH2:7][C@@H:5]1[CH2:6][C:2](=[CH2:1])[CH2:3][C@H:4]1[C:10]1[CH:11]=[CH:12][CH:13]=[CH:14][CH:15]=1. The catalyst class is: 1. (6) Reactant: [CH3:1][O:2][C:3]([C:5]1[C:6]([OH:24])=[C:7]2[C:12](=[CH:13][N:14]=1)[N:11]([CH2:15][C:16]1[CH:21]=[CH:20][CH:19]=[CH:18][CH:17]=1)[C:10](=[O:22])[C:9](Br)=[CH:8]2)=[O:4].C([Sn](CCCC)(CCCC)[C:30]1[S:31][CH:32]=[CH:33][CH:34]=1)CCC.CCOC(C)=O.Cl. Product: [CH3:1][O:2][C:3]([C:5]1[C:6]([OH:24])=[C:7]2[C:12](=[CH:13][N:14]=1)[N:11]([CH2:15][C:16]1[CH:21]=[CH:20][CH:19]=[CH:18][CH:17]=1)[C:10](=[O:22])[C:9]([C:30]1[S:31][CH:32]=[CH:33][CH:34]=1)=[CH:8]2)=[O:4]. The catalyst class is: 510. (7) Reactant: [C:1]([OH:8])(=[O:7])/[CH:2]=[CH:3]\[C:4]([OH:6])=[O:5].[Br:9][C:10]1[CH:28]=[N:27][C:13]2[N:14]=[C:15]([N:21]3[CH2:24][CH:23]([NH:25][CH3:26])[CH2:22]3)[C:16]3[N:17]([CH:18]=[N:19][N:20]=3)[C:12]=2[CH:11]=1. Product: [C:1]([OH:8])(=[O:7])/[CH:2]=[CH:3]\[C:4]([OH:6])=[O:5].[Br:9][C:10]1[CH:28]=[N:27][C:13]2[N:14]=[C:15]([N:21]3[CH2:24][CH:23]([NH:25][CH3:26])[CH2:22]3)[C:16]3[N:17]([CH:18]=[N:19][N:20]=3)[C:12]=2[CH:11]=1. The catalyst class is: 8. (8) Reactant: [CH2:1]([O:3][P:4]([CH:9]([C:11]1[CH:16]=[CH:15][C:14]([N+:17]([O-:19])=[O:18])=[CH:13][CH:12]=1)[CH3:10])(=[O:8])[O:5][CH2:6][CH3:7])[CH3:2].[H-].[Na+].I[CH3:23].O. Product: [CH2:1]([O:3][P:4]([C:9]([C:11]1[CH:12]=[CH:13][C:14]([N+:17]([O-:19])=[O:18])=[CH:15][CH:16]=1)([CH3:23])[CH3:10])(=[O:8])[O:5][CH2:6][CH3:7])[CH3:2]. The catalyst class is: 49. (9) Reactant: CS(O[C:6]1([C:23]2[CH:28]=[CH:27][C:26]([C:29]3[CH2:33][C:32]([C:38]4[CH:43]=[C:42]([Cl:44])[C:41]([Cl:45])=[C:40]([Cl:46])[CH:39]=4)([C:34]([F:37])([F:36])[F:35])[O:31][N:30]=3)=[CH:25][CH:24]=2)[CH2:9][N:8]([CH:10]([C:17]2[CH:22]=[CH:21][CH:20]=[CH:19][CH:18]=2)[C:11]2[CH:16]=[CH:15][CH:14]=[CH:13][CH:12]=2)[CH2:7]1)(=O)=O.[N-:47]=[N+:48]=[N-:49].[Na+].CS(C)=O. The catalyst class is: 326. Product: [N:47]([C:6]1([C:23]2[CH:28]=[CH:27][C:26]([C:29]3[CH2:33][C:32]([C:38]4[CH:43]=[C:42]([Cl:44])[C:41]([Cl:45])=[C:40]([Cl:46])[CH:39]=4)([C:34]([F:37])([F:36])[F:35])[O:31][N:30]=3)=[CH:25][CH:24]=2)[CH2:9][N:8]([CH:10]([C:17]2[CH:22]=[CH:21][CH:20]=[CH:19][CH:18]=2)[C:11]2[CH:16]=[CH:15][CH:14]=[CH:13][CH:12]=2)[CH2:7]1)=[N+:48]=[N-:49].